The task is: Regression. Given a peptide amino acid sequence and an MHC pseudo amino acid sequence, predict their binding affinity value. This is MHC class II binding data.. This data is from Peptide-MHC class II binding affinity with 134,281 pairs from IEDB. The peptide sequence is PAKNIYSFNEIVALW. The MHC is DRB1_0901 with pseudo-sequence DRB1_0901. The binding affinity (normalized) is 0.365.